Dataset: Full USPTO retrosynthesis dataset with 1.9M reactions from patents (1976-2016). Task: Predict the reactants needed to synthesize the given product. Given the product [CH:8]1([CH2:7][O:15][C:16]2[CH:17]=[C:18]([S:22]([NH:1][CH2:2][CH2:3][CH2:4][CH2:5][O:6][CH2:26][O:40][CH3:37])(=[O:23])=[O:24])[CH:19]=[CH:20][CH:21]=2)[CH2:13][CH2:12]1, predict the reactants needed to synthesize it. The reactants are: [NH2:1][CH2:2][CH2:3][CH2:4][CH2:5][OH:6].[C:7]([O:15][C:16]1[CH:17]=[C:18]([S:22](Cl)(=[O:24])=[O:23])[CH:19]=[CH:20][CH:21]=1)(=O)[C:8]1[CH:13]=[CH:12]C=CC=1.[CH2:26]1CCN2C(=NCCC2)CC1.[C:37]([OH:40])(=O)C.